Task: Predict which catalyst facilitates the given reaction.. Dataset: Catalyst prediction with 721,799 reactions and 888 catalyst types from USPTO (1) The catalyst class is: 24. Product: [Cl:1][C:2]1[CH:3]=[CH:4][C:5]([C@H:8]2[CH2:14][C@H:13]3[C@@H:9]2[CH2:10][N:11]([C:15]([CH3:21])([CH3:20])[C:16]([OH:18])=[O:17])[CH2:12]3)=[CH:6][CH:7]=1. Reactant: [Cl:1][C:2]1[CH:7]=[CH:6][C:5]([C@@H:8]2[CH2:14][C@@H:13]3[C@H:9]2[CH2:10][N:11]([C:15]([CH3:21])([CH3:20])[C:16]([O:18]C)=[O:17])[CH2:12]3)=[CH:4][CH:3]=1.[OH-].[Na+].Cl. (2) Reactant: [CH2:1]([O:3][C:4](=O)[C:5]1[CH:10]=[C:9](Br)[CH:8]=[CH:7][C:6]=1[O:12][C:13]([F:16])([F:15])[F:14])C.O.[NH2:19][NH2:20].[F:21][C:22]([F:36])([F:35])[C:23]1[N:27]2[CH:28]=[C:29](B(O)O)[CH:30]=[CH:31][C:26]2=[N:25][N:24]=1. Product: [F:14][C:13]([F:16])([F:15])[O:12][C:6]1[CH:7]=[CH:8][C:9]([C:29]2[CH:30]=[CH:31][C:26]3[N:27]([C:23]([C:22]([F:36])([F:35])[F:21])=[N:24][N:25]=3)[CH:28]=2)=[CH:10][C:5]=1[C:4]1[O:3][CH:1]=[N:19][N:20]=1. The catalyst class is: 8.